Dataset: Forward reaction prediction with 1.9M reactions from USPTO patents (1976-2016). Task: Predict the product of the given reaction. The product is: [OH:19][C:16]1[CH:17]=[CH:18][C:13]([C:11]([C:10]2[C:6]3[CH:5]=[CH:4][C:3]([O:2][CH3:1])=[CH:29][C:7]=3[S:8][C:9]=2[C:21]2[CH:26]=[CH:25][C:24]([O:27][CH3:28])=[CH:23][CH:22]=2)=[O:12])=[CH:14][CH:15]=1. Given the reactants [CH3:1][O:2][C:3]1[CH:4]=[CH:5][C:6]2[C:10]([C:11]([C:13]3[CH:18]=[CH:17][C:16]([O:19]C)=[CH:15][CH:14]=3)=[O:12])=[C:9]([C:21]3[CH:26]=[CH:25][C:24]([O:27][CH3:28])=[CH:23][CH:22]=3)[S:8][C:7]=2[CH:29]=1.C([S-])C.[Na+].O, predict the reaction product.